From a dataset of Forward reaction prediction with 1.9M reactions from USPTO patents (1976-2016). Predict the product of the given reaction. Given the reactants [Cl:1][C:2]1[CH:15]=[CH:14][C:5]([CH2:6][S:7]([CH2:10][C:11](O)=O)(=[O:9])=[O:8])=[CH:4][CH:3]=1.[Br:16][C:17]1[CH:24]=[CH:23][C:20](C=O)=[CH:19][CH:18]=1, predict the reaction product. The product is: [Cl:1][C:2]1[CH:15]=[CH:14][C:5]([CH2:6][S:7](/[CH:10]=[CH:11]/[C:20]2[CH:23]=[CH:24][C:17]([Br:16])=[CH:18][CH:19]=2)(=[O:9])=[O:8])=[CH:4][CH:3]=1.